This data is from Catalyst prediction with 721,799 reactions and 888 catalyst types from USPTO. The task is: Predict which catalyst facilitates the given reaction. (1) Reactant: [C:1]([NH:9][NH:10][C:11](=[O:19])[C:12]1[CH:17]=[CH:16][C:15]([I:18])=[CH:14][CH:13]=1)(=O)[C:2]1[CH:7]=[CH:6][CH:5]=[CH:4][CH:3]=1. Product: [I:18][C:15]1[CH:14]=[CH:13][C:12]([C:11]2[O:19][C:1]([C:2]3[CH:3]=[CH:4][CH:5]=[CH:6][CH:7]=3)=[N:9][N:10]=2)=[CH:17][CH:16]=1. The catalyst class is: 286. (2) Reactant: [OH-].[K+].[CH3:3][C:4]1[C:13]2[C:8](=[C:9]([C:18](=[O:20])[CH3:19])[C:10]([O:14][CH2:15][C:16]#[CH:17])=[CH:11][CH:12]=2)[O:7][C:6](=[O:21])[CH:5]=1.[CH:22](=O)[C:23]1[CH:28]=[CH:27][CH:26]=[CH:25][CH:24]=1. Product: [CH3:3][C:4]1[C:13]2[C:8](=[C:9]([C:18](=[O:20])[CH:19]=[CH:22][C:23]3[CH:28]=[CH:27][CH:26]=[CH:25][CH:24]=3)[C:10]([O:14][CH2:15][C:16]#[CH:17])=[CH:11][CH:12]=2)[O:7][C:6](=[O:21])[CH:5]=1. The catalyst class is: 40. (3) Reactant: [NH2:1][C:2]1[N:6]([C:7]2[CH:12]=[CH:11][C:10]([F:13])=[CH:9][CH:8]=2)[N:5]=[CH:4][C:3]=1[C:14](=[O:27])[C:15]1[CH:20]=[CH:19][CH:18]=[C:17]([CH:21]=[CH:22][S:23]([NH2:26])(=[O:25])=[O:24])[CH:16]=1. Product: [NH2:1][C:2]1[N:6]([C:7]2[CH:12]=[CH:11][C:10]([F:13])=[CH:9][CH:8]=2)[N:5]=[CH:4][C:3]=1[C:14](=[O:27])[C:15]1[CH:20]=[CH:19][CH:18]=[C:17]([CH2:21][CH2:22][S:23]([NH2:26])(=[O:24])=[O:25])[CH:16]=1. The catalyst class is: 293. (4) Reactant: [NH2:1][CH2:2][CH2:3][C:4]([NH:6][C:7]1[CH:34]=[CH:33][C:10]([CH2:11][N:12]2[CH2:17][CH2:16][CH:15]([NH:18][C:19]([C:21]3[O:22][C:23]4[C:28]([C:29](=[O:31])[CH:30]=3)=[CH:27][CH:26]=[C:25]([F:32])[CH:24]=4)=[O:20])[CH2:14][CH2:13]2)=[CH:9][C:8]=1[F:35])=[O:5].[CH:36]1([CH:42]=O)[CH2:41][CH2:40][CH2:39][CH2:38][CH2:37]1.C([BH3-])#N. Product: [CH:36]1([CH2:42][NH:1][CH2:2][CH2:3][C:4]([NH:6][C:7]2[CH:34]=[CH:33][C:10]([CH2:11][N:12]3[CH2:17][CH2:16][CH:15]([NH:18][C:19]([C:21]4[O:22][C:23]5[C:28]([C:29](=[O:31])[CH:30]=4)=[CH:27][CH:26]=[C:25]([F:32])[CH:24]=5)=[O:20])[CH2:14][CH2:13]3)=[CH:9][C:8]=2[F:35])=[O:5])[CH2:41][CH2:40][CH2:39][CH2:38][CH2:37]1. The catalyst class is: 1. (5) Reactant: [CH3:1][O:2][C:3]1[CH:4]=[C:5]([CH:31]=[CH:32][CH:33]=1)[CH2:6][NH:7][C:8]([C:10]1[NH:11][C:12](=[O:30])[C:13]2[C:18]([CH2:19][O:20][CH2:21][C@H:22]3[CH2:27][O:26][C@H:25]([CH2:28][OH:29])[CH2:24][O:23]3)=[CH:17][S:16][C:14]=2[N:15]=1)=[O:9].[Cr](O[Cr]([O-])(=O)=O)([O-])(=O)=[O:35].[NH+]1C=CC=CC=1.[NH+]1C=CC=CC=1. Product: [CH3:1][O:2][C:3]1[CH:4]=[C:5]([CH:31]=[CH:32][CH:33]=1)[CH2:6][NH:7][C:8]([C:10]1[NH:11][C:12](=[O:30])[C:13]2[C:18]([CH2:19][O:20][CH2:21][C@@H:22]3[CH2:27][O:26][C@@H:25]([C:28]([OH:35])=[O:29])[CH2:24][O:23]3)=[CH:17][S:16][C:14]=2[N:15]=1)=[O:9]. The catalyst class is: 35. (6) Reactant: Cl[CH2:2][C:3]1[O:7][N:6]=[C:5]([C:8]2[CH:17]=[CH:16][CH:15]=[C:14]3[C:9]=2[CH:10]=[CH:11][C:12]([N:18]([CH2:30][C:31]([O:33][C:34]([CH3:37])([CH3:36])[CH3:35])=[O:32])[S:19]([C:22]2[CH:27]=[C:26]([Cl:28])[CH:25]=[C:24]([Cl:29])[CH:23]=2)(=[O:21])=[O:20])=[CH:13]3)[N:4]=1.[NH:38]1[CH2:43][CH2:42][O:41][CH2:40][CH2:39]1.C(=O)([O-])[O-].[K+].[K+]. Product: [Cl:28][C:26]1[CH:27]=[C:22]([S:19]([N:18]([CH2:30][C:31]([O:33][C:34]([CH3:36])([CH3:35])[CH3:37])=[O:32])[C:12]2[CH:11]=[CH:10][C:9]3[C:14](=[CH:15][CH:16]=[CH:17][C:8]=3[C:5]3[N:4]=[C:3]([CH2:2][N:38]4[CH2:43][CH2:42][O:41][CH2:40][CH2:39]4)[O:7][N:6]=3)[CH:13]=2)(=[O:20])=[O:21])[CH:23]=[C:24]([Cl:29])[CH:25]=1. The catalyst class is: 42. (7) Reactant: [CH2:1]([N:3]1[C:7]([C:8]([O:10][CH3:11])=[O:9])=[CH:6][C:5]([CH3:12])=[N:4]1)[CH3:2].[B-](F)(F)(F)[F:14].[B-](F)(F)(F)F.C1[N+]2(CCl)CC[N+](F)(CC2)C1.CCOC(C)=O. Product: [CH2:1]([N:3]1[C:7]([C:8]([O:10][CH3:11])=[O:9])=[C:6]([F:14])[C:5]([CH3:12])=[N:4]1)[CH3:2]. The catalyst class is: 47. (8) The catalyst class is: 2. Product: [CH2:12]([O:15][C:16]([N:1]1[CH2:6][CH2:5][CH:4]([C:7]([OH:9])=[O:8])[CH2:3][CH2:2]1)=[O:17])[CH:13]=[CH2:14]. Reactant: [NH:1]1[CH2:6][CH2:5][CH:4]([C:7]([OH:9])=[O:8])[CH2:3][CH2:2]1.[OH-].[Na+].[CH2:12]([O:15][C:16](Cl)=[O:17])[CH:13]=[CH2:14].